From a dataset of Cav3 T-type calcium channel HTS with 100,875 compounds. Binary Classification. Given a drug SMILES string, predict its activity (active/inactive) in a high-throughput screening assay against a specified biological target. (1) The drug is Brc1cc(c(=O)c(NC)cc1)C(=O)/C=C\c1c(OC)c(OC)ccc1. The result is 0 (inactive). (2) The drug is Clc1cc2c(n(CN3CCOCC3)c3c2cccc3)cc1. The result is 0 (inactive). (3) The drug is O=C(NCc1cccnc1)CC(=O)N\N=C\c1ccc(OC)cc1. The result is 0 (inactive). (4) The molecule is O(c1c(C(=O)Nc2cc(OC)ccc2)cccc1OC)C. The result is 0 (inactive). (5) The molecule is OC12C(C(CC2)C2CC(OC2)=O)(CC(O)C2C1CCC1(O)C2(C(O)CC(OC2OC(C(O)C(O)C2O)C)C1)CO)C. The result is 0 (inactive). (6) The drug is s1c2c(n(Cc3n(c(SCc4ccccc4)nn3)C)c1=O)cccc2. The result is 0 (inactive). (7) The compound is Clc1ccc(S(=O)(=O)NCCCCCC(O)=O)cc1. The result is 0 (inactive).